From a dataset of Reaction yield outcomes from USPTO patents with 853,638 reactions. Predict the reaction yield, written as a fraction of the theoretical maximum amount of product (1.0 means a 100% yield; for example, 0.34 means a 34% yield). (1) The reactants are [Cl:1][C:2]1[CH:7]=[CH:6][C:5]([O:8][CH3:9])=[C:4]([Cl:10])[C:3]=1[N+:11]([O-])=O. The catalyst is CCOC(C)=O.[Pd]. The product is [Cl:10][C:4]1[C:5]([O:8][CH3:9])=[CH:6][CH:7]=[C:2]([Cl:1])[C:3]=1[NH2:11]. The yield is 1.00. (2) The reactants are [CH:1]1[C:13]2[NH:12][C:11]3[C:6](=[CH:7][CH:8]=[CH:9][CH:10]=3)[C:5]=2[CH:4]=[CH:3][CH:2]=1.[CH2:14]1N2CCN(CC2)C1. The catalyst is CCOC(C)=O.O. The product is [CH3:14][N:12]1[C:11]2[CH:10]=[CH:9][CH:8]=[CH:7][C:6]=2[C:5]2[C:13]1=[CH:1][CH:2]=[CH:3][CH:4]=2. The yield is 0.970.